Dataset: Forward reaction prediction with 1.9M reactions from USPTO patents (1976-2016). Task: Predict the product of the given reaction. Given the reactants [CH2:1]([O:3][CH2:4][CH2:5][CH2:6][CH2:7][CH2:8][N:9]1[CH2:14][CH2:13][C:12](=O)[CH2:11][CH2:10]1)[CH3:2].Cl.[NH2:17][OH:18], predict the reaction product. The product is: [CH2:1]([O:3][CH2:4][CH2:5][CH2:6][CH2:7][CH2:8][N:9]1[CH2:14][CH2:13][C:12](=[N:17][OH:18])[CH2:11][CH2:10]1)[CH3:2].